This data is from Full USPTO retrosynthesis dataset with 1.9M reactions from patents (1976-2016). The task is: Predict the reactants needed to synthesize the given product. (1) Given the product [CH3:15][C:16]1[C:17]([C:2]2[CH:7]=[CH:6][C:5]([C:8]3[N:12]=[C:11]([CH3:13])[O:10][N:9]=3)=[CH:4][C:3]=2[CH3:14])=[CH:18][C:19]([NH:22][C:23]([C:25]2[CH:29]=[CH:28][O:27][CH:26]=2)=[O:24])=[CH:20][CH:21]=1, predict the reactants needed to synthesize it. The reactants are: Br[C:2]1[CH:7]=[CH:6][C:5]([C:8]2[N:12]=[C:11]([CH3:13])[O:10][N:9]=2)=[CH:4][C:3]=1[CH3:14].[CH3:15][C:16]1[CH:21]=[CH:20][C:19]([NH:22][C:23]([C:25]2[CH:29]=[CH:28][O:27][CH:26]=2)=[O:24])=[CH:18][C:17]=1B1OC(C)(C)C(C)(C)O1. (2) Given the product [CH3:24][S:25]([O:1][CH2:2][CH:3]1[CH2:7][O:6][C:5]2([C:16]3[CH:17]=[CH:18][CH:19]=[CH:20][C:15]=3[C:14]3[O:13][C:12]([CH3:21])([CH3:22])[CH2:11][CH2:10][C:9]=3[C:8]2=[O:23])[O:4]1)(=[O:27])=[O:26], predict the reactants needed to synthesize it. The reactants are: [OH:1][CH2:2][CH:3]1[CH2:7][O:6][C:5]2([C:16]3[CH:17]=[CH:18][CH:19]=[CH:20][C:15]=3[C:14]3[O:13][C:12]([CH3:22])([CH3:21])[CH2:11][CH2:10][C:9]=3[C:8]2=[O:23])[O:4]1.[CH3:24][S:25](Cl)(=[O:27])=[O:26].C(N(CC)CC)C. (3) Given the product [Si:1]([O:8][CH2:9][C:10]1[N:15]=[CH:14][C:13]2[N:16]=[CH:17][N:18]([C:32]3[S:31][C:30]([C:36]([O:38][CH3:39])=[O:37])=[C:34]([OH:35])[CH:33]=3)[C:12]=2[CH:11]=1)([C:4]([CH3:7])([CH3:5])[CH3:6])([CH3:3])[CH3:2], predict the reactants needed to synthesize it. The reactants are: [Si:1]([O:8][CH2:9][C:10]1[N:15]=[CH:14][C:13]2[N:16]=[CH:17][NH:18][C:12]=2[CH:11]=1)([C:4]([CH3:7])([CH3:6])[CH3:5])([CH3:3])[CH3:2].CC1(C)CCCC(C)(C)N1.Cl[C:30]1([C:36]([O:38][CH3:39])=[O:37])[C:34](=[O:35])[CH:33]=[CH:32][S:31]1. (4) Given the product [NH2:1][C:2](=[O:37])[C@@H:3]([NH:12][C:13](=[O:36])[C@@H:14]([NH:16][C:17](=[O:35])[C@@H:18]([NH:20][C:21](=[O:34])[CH:22]([NH:26][C:27]1[S:28][C:29]([CH2:32][OH:33])=[CH:30][N:31]=1)[CH:23]([CH3:24])[CH3:25])[CH3:19])[CH3:15])[CH2:4][C:5]1[CH:6]=[CH:7][C:8]([OH:11])=[CH:9][CH:10]=1, predict the reactants needed to synthesize it. The reactants are: [NH2:1][C:2](=[O:37])[C@@H:3]([NH:12][C:13](=[O:36])[C@@H:14]([NH:16][C:17](=[O:35])[C@@H:18]([NH:20][C:21](=[O:34])[CH:22]([NH:26][C:27]1[S:28][C:29]([CH:32]=[O:33])=[CH:30][N:31]=1)[CH:23]([CH3:25])[CH3:24])[CH3:19])[CH3:15])[CH2:4][C:5]1[CH:10]=[CH:9][C:8]([OH:11])=[CH:7][CH:6]=1.[BH4-].[Na+].